This data is from Reaction yield outcomes from USPTO patents with 853,638 reactions. The task is: Predict the reaction yield, written as a fraction of the theoretical maximum amount of product (1.0 means a 100% yield; for example, 0.34 means a 34% yield). (1) The reactants are [Br:1][C:2]1[CH:7]=[CH:6][C:5]([NH:8][C:9]2[N:17]=[C:16](Cl)[CH:15]=[CH:14][C:10]=2[C:11]([OH:13])=[O:12])=[C:4]([F:19])[CH:3]=1.BrC1C=CC(N)=C(F)C=1.C[Si]([N-][Si](C)(C)C)(C)C.[Li+].ClC1N=C(Cl)C=CC=1C(O)=[O:43]. The catalyst is C1COCC1. The product is [Br:1][C:2]1[CH:7]=[CH:6][C:5]([NH:8][C:9]2[NH:17][C:16](=[O:43])[CH:15]=[CH:14][C:10]=2[C:11]([OH:13])=[O:12])=[C:4]([F:19])[CH:3]=1. The yield is 0.830. (2) The reactants are [NH2:1][C:2]1[N:3]([CH3:26])[C:4](=[O:25])[C:5]([C:17]2[CH:18]=[C:19]([CH:22]=[CH:23][CH:24]=2)[CH:20]=O)([C:7]2[CH:12]=[CH:11][C:10]([O:13][CH:14]([F:16])[F:15])=[CH:9][CH:8]=2)[N:6]=1.[CH2:27]([NH2:31])[CH2:28][CH2:29][CH3:30].[BH4-].[Na+].[OH-].[Na+]. The catalyst is CO. The product is [NH2:1][C:2]1[N:3]([CH3:26])[C:4](=[O:25])[C:5]([C:17]2[CH:24]=[CH:23][CH:22]=[C:19]([CH2:20][NH:31][CH2:27][CH2:28][CH2:29][CH3:30])[CH:18]=2)([C:7]2[CH:8]=[CH:9][C:10]([O:13][CH:14]([F:15])[F:16])=[CH:11][CH:12]=2)[N:6]=1. The yield is 0.750. (3) The reactants are [CH2:1]([O:8][CH2:9][C@H:10]([NH:13][C:14](=[O:20])[O:15][C:16]([CH3:19])([CH3:18])[CH3:17])[CH2:11][OH:12])[C:2]1[CH:7]=[CH:6][CH:5]=[CH:4][CH:3]=1.CC(OI1(OC(C)=O)(OC(C)=O)OC(=O)C2C=CC=CC1=2)=O. The catalyst is C(Cl)Cl. The product is [CH2:1]([O:8][CH2:9][C@H:10]([NH:13][C:14](=[O:20])[O:15][C:16]([CH3:18])([CH3:17])[CH3:19])[CH:11]=[O:12])[C:2]1[CH:3]=[CH:4][CH:5]=[CH:6][CH:7]=1. The yield is 0.960.